From a dataset of Forward reaction prediction with 1.9M reactions from USPTO patents (1976-2016). Predict the product of the given reaction. (1) Given the reactants Cl.Cl.[N:3]1([C:9]2[C:10]3[CH:17]=[CH:16][NH:15][C:11]=3[N:12]=[CH:13][N:14]=2)[CH2:8][CH2:7][NH:6][CH2:5][CH2:4]1.[Cl:18][C:19]1[CH:20]=[C:21]([CH:26]([CH2:30][C:31]2[N:32]=[CH:33][NH:34][CH:35]=2)[C:27](O)=[O:28])[CH:22]=[CH:23][C:24]=1[Cl:25].Cl, predict the reaction product. The product is: [Cl:18][C:19]1[CH:20]=[C:21]([CH:26]([CH2:30][C:31]2[N:32]=[CH:33][NH:34][CH:35]=2)[C:27]([N:6]2[CH2:5][CH2:4][N:3]([C:9]3[C:10]4[CH:17]=[CH:16][NH:15][C:11]=4[N:12]=[CH:13][N:14]=3)[CH2:8][CH2:7]2)=[O:28])[CH:22]=[CH:23][C:24]=1[Cl:25]. (2) Given the reactants Cl[C:2]1[CH:7]=[C:6]([C:8]([F:11])([F:10])[F:9])[N:5]=[C:4]([C:12]2[CH:17]=[CH:16][CH:15]=[CH:14][N:13]=2)[N:3]=1.[CH3:18][NH:19][C:20]1[CH:25]=[CH:24][CH:23]=[C:22]([O:26][CH3:27])[CH:21]=1, predict the reaction product. The product is: [CH3:18][N:19]([C:2]1[CH:7]=[C:6]([C:8]([F:11])([F:10])[F:9])[N:5]=[C:4]([C:12]2[CH:17]=[CH:16][CH:15]=[CH:14][N:13]=2)[N:3]=1)[C:20]1[CH:25]=[CH:24][CH:23]=[C:22]([O:26][CH3:27])[CH:21]=1. (3) Given the reactants [Br:1][C:2]1[CH:7]=[CH:6][C:5]([Br:8])=[CH:4][C:3]=1[S:9]([NH:12][C@H:13]1[CH2:17][N:16]([C:18](OC(C)(C)C)=O)[C@@H:15]([CH2:25][O:26][CH2:27][CH3:28])[CH2:14]1)(=[O:11])=[O:10].O1CCOCC1.Cl.CC[N:38](C(C)C)C(C)C.BrC#N.C(O)C(N)(CO)CO, predict the reaction product. The product is: [Br:1][C:2]1[CH:7]=[CH:6][C:5]([Br:8])=[CH:4][C:3]=1[S:9]([NH:12][C@@H:13]1[CH2:14][C@H:15]([CH2:25][O:26][CH2:27][CH3:28])[N:16]([C:18]#[N:38])[CH2:17]1)(=[O:11])=[O:10]. (4) Given the reactants Cl[C:2]1[C:11]2=[N:12][N:13](CC3C=CC(OC)=CC=3)[CH:14]=[C:10]2[C:9]2[CH:8]=[C:7]([O:24][CH3:25])[CH:6]=[CH:5][C:4]=2[N:3]=1.[NH2:26][C:27]1[CH:37]=[CH:36][C:30]2[S:31][CH2:32][C:33](=[O:35])[NH:34][C:29]=2[CH:28]=1.Cl, predict the reaction product. The product is: [CH3:25][O:24][C:7]1[CH:6]=[CH:5][C:4]2[N:3]=[C:2]([NH:26][C:27]3[CH:37]=[CH:36][C:30]4[S:31][CH2:32][C:33](=[O:35])[NH:34][C:29]=4[CH:28]=3)[C:11]3[NH:12][N:13]=[CH:14][C:10]=3[C:9]=2[CH:8]=1.